Dataset: Forward reaction prediction with 1.9M reactions from USPTO patents (1976-2016). Task: Predict the product of the given reaction. (1) Given the reactants [CH2:1]([N:8]1[CH2:12][C@H:11]2[C@H:13]([NH2:16])[CH2:14][CH2:15][C@H:10]2[CH2:9]1)[C:2]1[CH:7]=[CH:6][CH:5]=[CH:4][CH:3]=1.[CH3:17][CH:18]([CH2:22][C:23]1[CH:28]=[CH:27][CH:26]=[CH:25][CH:24]=1)[C:19](O)=[O:20].C1([C@H](CC)C(O)=O)C=CC=CC=1, predict the reaction product. The product is: [CH2:1]([N:8]1[CH2:12][C@@H:11]2[C@@H:13]([NH:16][C:19](=[O:20])[CH:18]([CH3:17])[CH2:22][C:23]3[CH:28]=[CH:27][CH:26]=[CH:25][CH:24]=3)[CH2:14][CH2:15][C@@H:10]2[CH2:9]1)[C:2]1[CH:3]=[CH:4][CH:5]=[CH:6][CH:7]=1. (2) Given the reactants [F:1][C:2]1[CH:3]=[C:4]([C:8]2[C:17]3[C:12](=[CH:13][C:14]([O:18][CH3:19])=[CH:15][CH:16]=3)[C:11](=[O:20])[NH:10][N:9]=2)[CH:5]=[CH:6][CH:7]=1.[Li+].C[Si]([N-][Si](C)(C)C)(C)C.Br[CH2:32][C:33]([N:35]([CH3:46])[C:36]1[CH:45]=[CH:44][C:39]2[N:40]=[C:41]([CH3:43])[O:42][C:38]=2[CH:37]=1)=[O:34], predict the reaction product. The product is: [F:1][C:2]1[CH:3]=[C:4]([C:8]2[C:17]3[C:12](=[CH:13][C:14]([O:18][CH3:19])=[CH:15][CH:16]=3)[C:11](=[O:20])[N:10]([CH2:32][C:33]([N:35]([CH3:46])[C:36]3[CH:45]=[CH:44][C:39]4[N:40]=[C:41]([CH3:43])[O:42][C:38]=4[CH:37]=3)=[O:34])[N:9]=2)[CH:5]=[CH:6][CH:7]=1.